From a dataset of Forward reaction prediction with 1.9M reactions from USPTO patents (1976-2016). Predict the product of the given reaction. (1) Given the reactants [CH3:1][N:2]([CH3:19])[CH2:3][CH2:4][N:5]1[CH:14]=[CH:13][C:12]2[C:7](=[CH:8][CH:9]=[CH:10][C:11]=2[N+:15]([O-])=O)[C:6]1=[O:18].[Sn](Cl)Cl, predict the reaction product. The product is: [NH2:15][C:11]1[CH:10]=[CH:9][CH:8]=[C:7]2[C:12]=1[CH:13]=[CH:14][N:5]([CH2:4][CH2:3][N:2]([CH3:19])[CH3:1])[C:6]2=[O:18]. (2) The product is: [C:1]1([C:7]2([C:12]3[CH:13]=[C:14]([CH2:17][OH:18])[S:15][CH:16]=3)[CH2:11][CH2:10][CH2:9][O:8]2)[CH2:6][CH2:5][CH2:4][CH2:3][CH:2]=1. Given the reactants [C:1]1([C:7]2([C:12]3[CH:13]=[C:14]([CH2:17][O:18][Si](C(C)C)(C(C)C)C(C)C)[S:15][CH:16]=3)[CH2:11][CH2:10][CH2:9][O:8]2)[CH2:6][CH2:5][CH2:4][CH2:3][CH:2]=1, predict the reaction product.